Dataset: Peptide-MHC class II binding affinity with 134,281 pairs from IEDB. Task: Regression. Given a peptide amino acid sequence and an MHC pseudo amino acid sequence, predict their binding affinity value. This is MHC class II binding data. (1) The peptide sequence is ELCFDVRMTAYTSSD. The MHC is DRB1_0101 with pseudo-sequence DRB1_0101. The binding affinity (normalized) is 0.773. (2) The peptide sequence is VEDNLVKLKNVLNVY. The MHC is DRB1_0701 with pseudo-sequence DRB1_0701. The binding affinity (normalized) is 0.229. (3) The peptide sequence is GSLKPNCGNKVVVSY. The MHC is DRB5_0101 with pseudo-sequence DRB5_0101. The binding affinity (normalized) is 0.281. (4) The peptide sequence is GELQIVDKIDAAFKQ. The MHC is DRB1_0404 with pseudo-sequence DRB1_0404. The binding affinity (normalized) is 0.687.